Dataset: Forward reaction prediction with 1.9M reactions from USPTO patents (1976-2016). Task: Predict the product of the given reaction. (1) Given the reactants [CH3:1][C@H:2]([O:6][C:7]1[N:15]=[C:14]2[C:10]([N:11]=[C:12]([O:27][CH3:28])[N:13]2[CH2:16][CH2:17][CH2:18][CH2:19][NH:20]C2CCOCC2)=[C:9]([NH2:29])[N:8]=1)[CH2:3][CH2:4][CH3:5].ClCCCCN1C(OC)=NC2C1=NC(O[C@@H](C)CCC)=NC=2N.[O:53]1[CH2:58][CH2:57][CH:56]([CH2:59]N)[CH2:55][CH2:54]1, predict the reaction product. The product is: [CH3:1][C@H:2]([O:6][C:7]1[N:15]=[C:14]2[C:10]([N:11]=[C:12]([O:27][CH3:28])[N:13]2[CH2:16][CH2:17][CH2:18][CH2:19][NH:20][CH2:59][CH:56]2[CH2:57][CH2:58][O:53][CH2:54][CH2:55]2)=[C:9]([NH2:29])[N:8]=1)[CH2:3][CH2:4][CH3:5]. (2) Given the reactants [CH3:1][N:2]1[CH2:7][CH2:6][N:5]([CH2:8][C:9]([OH:11])=[O:10])[CH2:4][CH2:3]1.ClC(Cl)(Cl)C[O:15][C:16](=[O:37])[CH:17]([S:27][CH2:28][CH2:29][C:30]1[CH:35]=[CH:34][C:33]([F:36])=[CH:32][CH:31]=1)[CH2:18][C:19]1[CH:24]=[CH:23][C:22]([CH2:25]O)=[CH:21][CH:20]=1, predict the reaction product. The product is: [F:36][C:33]1[CH:34]=[CH:35][C:30]([CH2:29][CH2:28][S:27][CH:17]([CH2:18][C:19]2[CH:20]=[CH:21][C:22]([CH2:25][O:10][C:9](=[O:11])[CH2:8][N:5]3[CH2:4][CH2:3][N:2]([CH3:1])[CH2:7][CH2:6]3)=[CH:23][CH:24]=2)[C:16]([OH:37])=[O:15])=[CH:31][CH:32]=1.